This data is from Forward reaction prediction with 1.9M reactions from USPTO patents (1976-2016). The task is: Predict the product of the given reaction. (1) Given the reactants [Br:1][C:2]1[CH:7]=[CH:6][CH:5]=[CH:4][C:3]=1[NH2:8].[C:9](Cl)(Cl)=[O:10].[C:13]1([C@H:19]([OH:21])[CH3:20])[CH:18]=[CH:17][CH:16]=[CH:15][CH:14]=1, predict the reaction product. The product is: [C:13]1([C@H:19]([O:21][C:9](=[O:10])[NH:8][C:3]2[CH:4]=[CH:5][CH:6]=[CH:7][C:2]=2[Br:1])[CH3:20])[CH:18]=[CH:17][CH:16]=[CH:15][CH:14]=1. (2) Given the reactants [Cl-].[CH:2]1([CH2:8][NH2+:9][CH2:10][CH2:11]Cl)[CH2:7][CH2:6][CH2:5][CH2:4][CH2:3]1.[CH3:13][O:14][C:15]1[CH:20]=[C:19]([N+:21]([O-:23])=[O:22])[CH:18]=[CH:17][C:16]=1[N:24]=[C:25]=[S:26], predict the reaction product. The product is: [CH3:13][O:14][C:15]1[CH:20]=[C:19]([N+:21]([O-:23])=[O:22])[CH:18]=[CH:17][C:16]=1[N:24]=[C:25]1[N:9]([CH2:8][CH:2]2[CH2:7][CH2:6][CH2:5][CH2:4][CH2:3]2)[CH2:10][CH2:11][S:26]1. (3) Given the reactants [CH3:1][C:2]([CH2:10][CH2:11][CH2:12][CH:13]([CH3:25])[CH2:14][CH2:15][CH2:16][CH:17]([CH3:24])[CH2:18][CH2:19][CH2:20][CH:21]([CH3:23])[CH3:22])=[CH:3][CH2:4][CH2:5][C:6]([O:8][CH3:9])=[O:7].[CH2:26]([OH:33])[C@@H:27]([C@@H:29](CO)[OH:30])[OH:28].C(=O)([O-])[O-].[K+].[K+].C(O)=O, predict the reaction product. The product is: [CH3:1][C:2]([CH2:10][CH2:11][CH2:12][CH:13]([CH3:25])[CH2:14][CH2:15][CH2:16][CH:17]([CH3:24])[CH2:18][CH2:19][CH2:20][CH:21]([CH3:23])[CH3:22])=[CH:3][CH2:4][CH2:5][C:6]([O:8][CH2:9][C@@H:26]([C@@H:27]([CH2:29][OH:30])[OH:28])[OH:33])=[O:7]. (4) Given the reactants COC[O:4][C@H:5]1[C@:18]23[CH2:19][CH2:20][C@@H:7]([CH2:8][C@H:9]2[C@@:10]2([CH3:25])[C@H:15]([CH2:16][CH2:17]3)[C@:14]([CH3:24])([C:21]([OH:23])=[O:22])[CH2:13][CH2:12][CH2:11]2)[C@@H:6]1[S:26]([CH3:28])=[O:27].FC(F)(F)C(O)=O, predict the reaction product. The product is: [OH:4][C@H:5]1[C@:18]23[CH2:19][CH2:20][C@@H:7]([CH2:8][C@H:9]2[C@@:10]2([CH3:25])[C@H:15]([CH2:16][CH2:17]3)[C@:14]([CH3:24])([C:21]([OH:23])=[O:22])[CH2:13][CH2:12][CH2:11]2)[C@@H:6]1[S:26]([CH3:28])=[O:27].